From a dataset of CYP2C19 inhibition data for predicting drug metabolism from PubChem BioAssay. Regression/Classification. Given a drug SMILES string, predict its absorption, distribution, metabolism, or excretion properties. Task type varies by dataset: regression for continuous measurements (e.g., permeability, clearance, half-life) or binary classification for categorical outcomes (e.g., BBB penetration, CYP inhibition). Dataset: cyp2c19_veith. (1) The molecule is CSc1nnc(-c2ccc(Cl)cc2Cl)o1. The result is 1 (inhibitor). (2) The molecule is Cc1nc(SCC(=O)Nc2ccc(N3CCOCC3)cc2)nc(C)c1C. The result is 1 (inhibitor). (3) The molecule is O=C(Nc1ccc2oc(=O)c(C(=O)O)cc2c1)Oc1ccccc1. The result is 0 (non-inhibitor).